This data is from Reaction yield outcomes from USPTO patents with 853,638 reactions. The task is: Predict the reaction yield, written as a fraction of the theoretical maximum amount of product (1.0 means a 100% yield; for example, 0.34 means a 34% yield). (1) The catalyst is CN(C=O)C.CCOCC. The product is [CH2:33]([N:11]1[C:6]([O:5][C:4]2[CH:3]=[C:2]([CH3:1])[CH:19]=[C:18]([CH3:20])[CH:17]=2)=[C:7]([CH:14]([CH3:16])[CH3:15])[C:8](=[O:13])[NH:9][C:10]1=[O:12])[CH:34]=[CH:35][CH3:36]. The yield is 0.750. The reactants are [CH3:1][C:2]1[CH:3]=[C:4]([CH:17]=[C:18]([CH3:20])[CH:19]=1)[O:5][C:6]1[NH:11][C:10](=[O:12])[NH:9][C:8](=[O:13])[C:7]=1[CH:14]([CH3:16])[CH3:15].C([O-])([O-])=O.[K+].[K+].[I-].[Li+].CS([CH2:33]/[CH:34]=[CH:35]/[CH3:36])(=O)=O. (2) The reactants are [F:1][C:2]1[CH:17]=[CH:16][C:5]2[N:6]([CH2:11][C@H:12]([CH3:15])[CH2:13]I)[C:7](=[O:10])[CH2:8][O:9][C:4]=2[CH:3]=1.[CH2:18]([CH:22]1[CH2:28][CH:27]2[NH:29][CH:24]([CH2:25][CH2:26]2)[CH2:23]1)[CH2:19][CH2:20][CH3:21]. The catalyst is CC#N. The product is [CH2:18]([CH:22]1[CH2:23][CH:24]2[N:29]([CH2:13][C@@H:12]([CH3:15])[CH2:11][N:6]3[C:5]4[CH:16]=[CH:17][C:2]([F:1])=[CH:3][C:4]=4[O:9][CH2:8][C:7]3=[O:10])[CH:27]([CH2:26][CH2:25]2)[CH2:28]1)[CH2:19][CH2:20][CH3:21]. The yield is 0.330. (3) The reactants are Cl[C:2]1[N:7]=[C:6]([N:8]2[C:17]3[C:12](=[CH:13][C:14]([OH:18])=[CH:15][CH:16]=3)[CH2:11][CH2:10][CH2:9]2)[CH:5]=[CH:4][N:3]=1.[NH2:19][C:20]1[CH:25]=[CH:24][C:23]([S:26]([NH:29][CH2:30][CH:31]2[CH2:33][CH2:32]2)(=[O:28])=[O:27])=[CH:22][CH:21]=1.C1(C)C=CC(S(O)(=O)=O)=CC=1. The catalyst is CN(C=O)C. The product is [CH:31]1([CH2:30][NH:29][S:26]([C:23]2[CH:22]=[CH:21][C:20]([NH:19][C:2]3[N:7]=[C:6]([N:8]4[C:17]5[C:12](=[CH:13][C:14]([OH:18])=[CH:15][CH:16]=5)[CH2:11][CH2:10][CH2:9]4)[CH:5]=[CH:4][N:3]=3)=[CH:25][CH:24]=2)(=[O:28])=[O:27])[CH2:32][CH2:33]1. The yield is 0.560. (4) The reactants are [F:1][C:2]1[C:7]2[N:8]=C(C)[S:10][C:6]=2[C:5]([F:12])=[CH:4][C:3]=1[F:13].[ClH:14].O1CCOCC1. The catalyst is C(O)CO.[OH-].[Na+]. The product is [ClH:14].[NH2:8][C:7]1[C:2]([F:1])=[C:3]([F:13])[CH:4]=[C:5]([F:12])[C:6]=1[SH:10]. The yield is 0.730.